This data is from Reaction yield outcomes from USPTO patents with 853,638 reactions. The task is: Predict the reaction yield, written as a fraction of the theoretical maximum amount of product (1.0 means a 100% yield; for example, 0.34 means a 34% yield). (1) The product is [CH3:1][C:2]1[NH:6][C:5]2[C:7](=[O:10])[CH2:8][CH2:9][C:4]=2[C:3]=1[C:11]([N:28]1[CH2:32][CH2:31][CH2:30][C@H:29]1[CH2:33][N:34]1[CH2:38][CH2:37][CH2:36][CH2:35]1)=[O:13]. The yield is 0.810. The catalyst is CN(C=O)C. The reactants are [CH3:1][C:2]1[NH:6][C:5]2[C:7](=[O:10])[CH2:8][CH2:9][C:4]=2[C:3]=1[C:11]([OH:13])=O.C1C=CC2N(O)N=NC=2C=1.C(Cl)CCl.[NH:28]1[CH2:32][CH2:31][CH2:30][C@H:29]1[CH2:33][N:34]1[CH2:38][CH2:37][CH2:36][CH2:35]1. (2) The reactants are [CH3:1][O:2][C:3]1[CH:4]=[C:5]([SH:9])[CH:6]=[CH:7][CH:8]=1.C(=O)([O-])[O-:11].[K+].[K+].[C:16]([OH:21])(=[O:20])[CH2:17][CH2:18][CH3:19].[C:22](#N)[CH3:23]. No catalyst specified. The product is [CH2:22]([O:20][C:16](=[O:21])[CH2:17][C:18](=[O:11])[CH2:19][S:9][C:5]1[CH:6]=[CH:7][CH:8]=[C:3]([O:2][CH3:1])[CH:4]=1)[CH3:23]. The yield is 0.990. (3) The catalyst is C1(C)C=CC=CC=1.C1COCC1.O. The reactants are [Cl:1][C:2]1[N:3]=[C:4]([N:13]2[CH2:18][CH2:17][O:16][CH2:15][CH2:14]2)[C:5]2[CH:10]=[C:9]([CH:11]=O)[S:8][C:6]=2[N:7]=1.[CH3:19][NH2:20]. The yield is 0.530. The product is [Cl:1][C:2]1[N:3]=[C:4]([N:13]2[CH2:18][CH2:17][O:16][CH2:15][CH2:14]2)[C:5]2[CH:10]=[C:9]([CH2:11][NH:20][CH3:19])[S:8][C:6]=2[N:7]=1. (4) The reactants are F[C:2]1[CH:7]=[CH:6][N:5]2[C:8]([C:11]([NH:13][C:14]3[CH:22]=[CH:21][CH:20]=[C:19]4[C:15]=3[C:16]([CH3:33])=[N:17][N:18]4[CH2:23][C:24]3[CH:29]=[CH:28][CH:27]=[C:26]([CH:30]([CH3:32])[CH3:31])[N:25]=3)=[O:12])=[CH:9][N:10]=[C:4]2[CH:3]=1.[CH3:34][N:35]1[CH2:40][CH2:39][N:38]([CH2:41][CH2:42][OH:43])[CH2:37][CH2:36]1.O1CCN(CCO)CC1. No catalyst specified. The product is [CH:30]1([C:26]2[N:25]=[C:24]([CH2:23][N:18]3[C:19]4[C:15](=[C:14]([NH:13][C:11]([C:8]5[N:5]6[CH:6]=[CH:7][C:2]([O:43][CH2:42][CH2:41][N:38]7[CH2:39][CH2:40][N:35]([CH3:34])[CH2:36][CH2:37]7)=[CH:3][C:4]6=[N:10][CH:9]=5)=[O:12])[CH:22]=[CH:21][CH:20]=4)[C:16]([CH3:33])=[N:17]3)[CH:29]=[CH:28][CH:27]=2)[CH2:32][CH2:31]1. The yield is 0.450. (5) The reactants are [C:1]([NH:4][C@@H:5]1[C@@:14]([CH2:16][C:17]2[CH:22]=[CH:21][CH:20]=[CH:19][CH:18]=2)([OH:15])[C@H:13]([O:23][CH2:24][C:25]2[CH:30]=[CH:29][CH:28]=[CH:27][CH:26]=2)[C@@H:12]([CH2:31][OH:32])[O:11][CH:6]1[O:7][CH2:8][CH:9]=[CH2:10])(=[O:3])[CH3:2].[C:33](Cl)(=[O:41])[CH2:34][CH2:35][CH2:36][CH2:37][CH2:38][CH2:39][CH3:40].O. The catalyst is C1(C)C=CC=CC=1. The product is [C:1]([NH:4][C@@H:5]1[C@@:14]([CH2:16][C:17]2[CH:18]=[CH:19][CH:20]=[CH:21][CH:22]=2)([OH:15])[C@H:13]([O:23][CH2:24][C:25]2[CH:26]=[CH:27][CH:28]=[CH:29][CH:30]=2)[C@@H:12]([CH2:31][O:32][C:33](=[O:41])[CH2:34][CH2:35][CH2:36][CH2:37][CH2:38][CH2:39][CH3:40])[O:11][CH:6]1[O:7][CH2:8][CH:9]=[CH2:10])(=[O:3])[CH3:2]. The yield is 0.700. (6) The reactants are Cl[C:2]1[N:3]([CH3:19])[C:4](=[O:18])[C:5]2[C:10]([NH:11][C:12]3[CH:17]=[CH:16][CH:15]=[CH:14][CH:13]=3)=[N:9][NH:8][C:6]=2[N:7]=1.Cl.[NH2:21][C@@H:22]1[CH2:27][CH2:26][CH2:25][CH2:24][C@H:23]1[OH:28].CCN(C(C)C)C(C)C. The catalyst is CN(C=O)C. The product is [OH:28][C@@H:23]1[CH2:24][CH2:25][CH2:26][CH2:27][C@H:22]1[NH:21][C:2]1[N:3]([CH3:19])[C:4](=[O:18])[C:5]2[C:10]([NH:11][C:12]3[CH:17]=[CH:16][CH:15]=[CH:14][CH:13]=3)=[N:9][NH:8][C:6]=2[N:7]=1. The yield is 0.647. (7) The reactants are F[C:2]1[CH:7]=[CH:6][C:5]([N+:8]([O-:10])=[O:9])=[CH:4][C:3]=1[CH3:11].[CH3:12][N:13]1[CH2:18][CH2:17][NH:16][CH2:15][CH2:14]1.[Na+].[Cl-]. The catalyst is CN1CCCC1=O. The product is [CH3:12][N:13]1[CH2:18][CH2:17][N:16]([C:2]2[CH:7]=[CH:6][C:5]([N+:8]([O-:10])=[O:9])=[CH:4][C:3]=2[CH3:11])[CH2:15][CH2:14]1. The yield is 0.920.